Dataset: Reaction yield outcomes from USPTO patents with 853,638 reactions. Task: Predict the reaction yield, written as a fraction of the theoretical maximum amount of product (1.0 means a 100% yield; for example, 0.34 means a 34% yield). (1) The reactants are [CH3:1][O:2][C:3](/[CH:5]=[CH:6]/[C:7]([OH:9])=[O:8])=[O:4].CCN=C=NCCCN(C)C.Cl.[CH2:22]([N:24]([CH2:30][CH3:31])[C:25](=[O:29])[C@@H:26](O)[CH3:27])[CH3:23]. The catalyst is ClCCl.CN(C1C=CN=CC=1)C. The product is [C:7]([O:9][C@H:26]([C:25](=[O:29])[N:24]([CH2:30][CH3:31])[CH2:22][CH3:23])[CH3:27])(=[O:8])/[CH:6]=[CH:5]/[C:3]([O:2][CH3:1])=[O:4]. The yield is 0.180. (2) The reactants are Br.Br.[CH2:3]([N:10]1[CH2:15][C@H:14]2[CH2:16][C@@H:11]1[CH2:12][NH:13]2)[C:4]1[CH:9]=[CH:8][CH:7]=[CH:6][CH:5]=1.C([O-])([O-])=O.[K+].[K+].[C:23](O[C:23]([O:25][C:26]([CH3:29])([CH3:28])[CH3:27])=[O:24])([O:25][C:26]([CH3:29])([CH3:28])[CH3:27])=[O:24]. The catalyst is CN(C=O)C. The product is [CH2:3]([N:10]1[CH2:15][C@H:14]2[CH2:16][C@@H:11]1[CH2:12][N:13]2[C:23]([O:25][C:26]([CH3:29])([CH3:28])[CH3:27])=[O:24])[C:4]1[CH:5]=[CH:6][CH:7]=[CH:8][CH:9]=1. The yield is 0.940. (3) The reactants are [NH2:1][C:2]1[CH:10]=[CH:9][C:8]([N:11]2[CH2:16][CH2:15][O:14][CH2:13][CH2:12]2)=[CH:7][C:3]=1[C:4]([NH2:6])=[O:5].[C:17]([Si:21]([CH3:37])([CH3:36])[O:22][CH2:23][CH2:24][O:25][C:26]1[C:33]([CH3:34])=[CH:32][C:29]([CH:30]=O)=[CH:28][C:27]=1[CH3:35])([CH3:20])([CH3:19])[CH3:18].S([O-])(O)=O.[Na+].C1(C)C=CC(S(O)(=O)=O)=CC=1.C(=O)(O)[O-].[Na+]. The catalyst is CN(C)C(=O)C.O. The product is [C:17]([Si:21]([CH3:37])([CH3:36])[O:22][CH2:23][CH2:24][O:25][C:26]1[C:27]([CH3:35])=[CH:28][C:29]([C:30]2[NH:6][C:4](=[O:5])[C:3]3[C:2](=[CH:10][CH:9]=[C:8]([N:11]4[CH2:12][CH2:13][O:14][CH2:15][CH2:16]4)[CH:7]=3)[N:1]=2)=[CH:32][C:33]=1[CH3:34])([CH3:20])([CH3:19])[CH3:18]. The yield is 0.140. (4) The product is [F:26][C:24]1[CH:23]=[C:20]([CH:19]=[C:18]([N:7]2[CH:2]([CH3:1])[CH2:3][C:4]3[N:10]=[C:9]([C:11]4[CH:16]=[CH:15][CH:14]=[CH:13][N:12]=4)[O:8][C:5]=3[CH2:6]2)[CH:25]=1)[C:21]#[N:22]. The catalyst is C1(C)C=CC=CC=1.CC([O-])=O.CC([O-])=O.[Pd+2]. The reactants are [CH3:1][CH:2]1[NH:7][CH2:6][C:5]2[O:8][C:9]([C:11]3[CH:16]=[CH:15][CH:14]=[CH:13][N:12]=3)=[N:10][C:4]=2[CH2:3]1.Br[C:18]1[CH:19]=[C:20]([CH:23]=[C:24]([F:26])[CH:25]=1)[C:21]#[N:22].CC1(C)C2C(=C(P(C3C=CC=CC=3)C3C=CC=CC=3)C=CC=2)OC2C(P(C3C=CC=CC=3)C3C=CC=CC=3)=CC=CC1=2.C([O-])([O-])=O.[Cs+].[Cs+]. The yield is 0.0720. (5) The reactants are Cl[C:2]1[N:7]=[CH:6][N:5]=[C:4]([NH:8][C:9]2[CH:14]=[CH:13][CH:12]=[C:11]([Br:15])[CH:10]=2)[CH:3]=1.[C:16]1([NH2:23])[CH:21]=[CH:20][CH:19]=[C:18]([NH2:22])[CH:17]=1. The catalyst is CCCCO. The product is [Br:15][C:11]1[CH:10]=[C:9]([NH:8][C:4]2[N:5]=[CH:6][N:7]=[C:2]([NH:22][C:18]3[CH:17]=[C:16]([NH2:23])[CH:21]=[CH:20][CH:19]=3)[CH:3]=2)[CH:14]=[CH:13][CH:12]=1. The yield is 0.650. (6) The reactants are [C:1]([C:3]1[CH:4]=[C:5]2[C:10](=[CH:11][C:12]=1F)[O:9][C:8]([CH3:15])([CH3:14])[CH2:7][CH:6]2[C:16]([O:18][CH3:19])=[O:17])#[N:2].C([O-])([O-])=O.[K+].[K+].[Cl:26][C:27]1[CH:44]=[CH:43][C:30]([CH2:31][CH2:32][NH:33][C:34](=[O:42])[C:35]2[CH:40]=[CH:39][C:38]([OH:41])=[CH:37][CH:36]=2)=[CH:29][CH:28]=1. The catalyst is CN1CCCC1=O. The product is [Cl:26][C:27]1[CH:28]=[CH:29][C:30]([CH2:31][CH2:32][NH:33][C:34]([C:35]2[CH:40]=[CH:39][C:38]([O:41][C:12]3[CH:11]=[C:10]4[C:5]([CH:6]([C:16]([O:18][CH3:19])=[O:17])[CH2:7][C:8]([CH3:15])([CH3:14])[O:9]4)=[CH:4][C:3]=3[C:1]#[N:2])=[CH:37][CH:36]=2)=[O:42])=[CH:43][CH:44]=1. The yield is 0.0530.